From a dataset of Forward reaction prediction with 1.9M reactions from USPTO patents (1976-2016). Predict the product of the given reaction. (1) Given the reactants [Cl:1][C:2]1[C:3]([C:32]2[C:40]3[C:35](=[CH:36][CH:37]=[CH:38][CH:39]=3)[N:34](S(C3C=CC=CC=3)(=O)=O)[CH:33]=2)=[CH:4][C:5]([NH:8][C:9]2[CH:10]=[C:11]([NH:15][C:16]([C:18]3[CH:23]=[CH:22][C:21]([NH:24]C(=O)OC(C)(C)C)=[CH:20][CH:19]=3)=[O:17])[CH:12]=[CH:13][CH:14]=2)=[N:6][CH:7]=1.C(O)(C(F)(F)F)=O.[OH-].[Na+].Cl, predict the reaction product. The product is: [NH2:24][C:21]1[CH:22]=[CH:23][C:18]([C:16]([NH:15][C:11]2[CH:12]=[CH:13][CH:14]=[C:9]([NH:8][C:5]3[CH:4]=[C:3]([C:32]4[C:40]5[C:35](=[CH:36][CH:37]=[CH:38][CH:39]=5)[NH:34][CH:33]=4)[C:2]([Cl:1])=[CH:7][N:6]=3)[CH:10]=2)=[O:17])=[CH:19][CH:20]=1. (2) Given the reactants [Si:1]([O:8][CH2:9][C:10]1[CH:11]=[C:12]([CH:15]=[CH:16][N:17]=1)[C:13]#[N:14])([C:4]([CH3:7])([CH3:6])[CH3:5])([CH3:3])[CH3:2].Cl.[NH2:19][OH:20].C([O-])([O-])=O.[Na+].[Na+], predict the reaction product. The product is: [Si:1]([O:8][CH2:9][C:10]1[CH:11]=[C:12]([CH:15]=[CH:16][N:17]=1)[C:13](=[NH:14])[NH:19][OH:20])([C:4]([CH3:7])([CH3:6])[CH3:5])([CH3:3])[CH3:2]. (3) The product is: [F:1][C:2]1[CH:44]=[CH:43][C:5]([CH2:6][CH:7]2[O:11][N:10]=[C:9]([CH2:12][N:13]3[CH:17]=[C:16]([C:18]4[NH:26][C:25]5[C:24](=[O:35])[N:23]([CH2:36][CH2:37][CH3:38])[C:22](=[O:39])[N:21]([CH2:40][CH2:41][CH3:42])[C:20]=5[N:19]=4)[CH:15]=[N:14]3)[CH2:8]2)=[CH:4][CH:3]=1. Given the reactants [F:1][C:2]1[CH:44]=[CH:43][C:5]([CH2:6][CH:7]2[O:11][N:10]=[C:9]([CH2:12][N:13]3[CH:17]=[C:16]([C:18]4[N:26](COCC[Si](C)(C)C)[C:25]5[C:24](=[O:35])[N:23]([CH2:36][CH2:37][CH3:38])[C:22](=[O:39])[N:21]([CH2:40][CH2:41][CH3:42])[C:20]=5[N:19]=4)[CH:15]=[N:14]3)[CH2:8]2)=[CH:4][CH:3]=1, predict the reaction product. (4) Given the reactants [NH:1]1[C:5](=[O:6])[CH:4]=[CH:3][C:2]1=[O:7].[CH3:8][C:9]([NH2:13])([CH3:12])[CH2:10][NH2:11], predict the reaction product. The product is: [CH3:8][C:9]1([CH3:12])[CH2:10][NH:11][CH:3]([CH2:4][C:5]([NH2:1])=[O:6])[C:2](=[O:7])[NH:13]1. (5) Given the reactants Cl[CH2:2][C:3]1[O:4][C:5](=[O:9])[O:6][C:7]=1[CH3:8].C(O)=[O:11].C(N(CC)CC)C.O, predict the reaction product. The product is: [OH:11][CH2:2][C:3]1[O:4][C:5](=[O:9])[O:6][C:7]=1[CH3:8]. (6) Given the reactants [CH3:1][O:2][C:3]1[CH:4]=[C:5]([C:11](=NNS(C2C=CC(C)=CC=2)(=O)=O)[CH2:12][C:13]2[CH:18]=CC3OCOC=3[CH:14]=2)[CH:6]=[C:7]([O:9][CH3:10])[CH:8]=1.C[C:35]([CH3:38])([O-:37])[CH3:36].[K+].[C:40]1(C)[CH:45]=CC=C[CH:41]=1, predict the reaction product. The product is: [CH3:10][O:9][C:7]1[CH:6]=[C:5](/[CH:11]=[CH:12]/[C:13]2[CH:18]=[CH:38][C:35]([O:37][CH:40]([CH3:45])[CH3:41])=[CH:36][CH:14]=2)[CH:4]=[C:3]([O:2][CH3:1])[CH:8]=1. (7) Given the reactants [Cl:1][C:2]1[CH:3]=[C:4]2[C:9](=[CH:10][C:11]=1[Cl:12])[N:8]=[C:7]([CH3:13])[CH:6]=[N:5]2, predict the reaction product. The product is: [Cl:1][C:2]1[CH:3]=[C:4]2[C:9](=[CH:10][C:11]=1[Cl:12])[NH:8][C@@H:7]([CH3:13])[CH2:6][NH:5]2.